From a dataset of NCI-60 drug combinations with 297,098 pairs across 59 cell lines. Regression. Given two drug SMILES strings and cell line genomic features, predict the synergy score measuring deviation from expected non-interaction effect. (1) Drug 1: C1CC(=O)NC(=O)C1N2CC3=C(C2=O)C=CC=C3N. Drug 2: C1C(C(OC1N2C=NC(=NC2=O)N)CO)O. Cell line: HCC-2998. Synergy scores: CSS=17.2, Synergy_ZIP=-1.51, Synergy_Bliss=4.45, Synergy_Loewe=-16.5, Synergy_HSA=4.13. (2) Cell line: M14. Drug 1: CC12CCC(CC1=CCC3C2CCC4(C3CC=C4C5=CN=CC=C5)C)O. Synergy scores: CSS=4.91, Synergy_ZIP=0.527, Synergy_Bliss=2.88, Synergy_Loewe=3.12, Synergy_HSA=2.61. Drug 2: B(C(CC(C)C)NC(=O)C(CC1=CC=CC=C1)NC(=O)C2=NC=CN=C2)(O)O. (3) Drug 1: COC1=CC(=CC(=C1O)OC)C2C3C(COC3=O)C(C4=CC5=C(C=C24)OCO5)OC6C(C(C7C(O6)COC(O7)C8=CC=CS8)O)O. Drug 2: CC1CCCC2(C(O2)CC(NC(=O)CC(C(C(=O)C(C1O)C)(C)C)O)C(=CC3=CSC(=N3)C)C)C. Cell line: SF-539. Synergy scores: CSS=35.6, Synergy_ZIP=-2.38, Synergy_Bliss=-3.75, Synergy_Loewe=-3.26, Synergy_HSA=-2.86. (4) Drug 1: CC1OCC2C(O1)C(C(C(O2)OC3C4COC(=O)C4C(C5=CC6=C(C=C35)OCO6)C7=CC(=C(C(=C7)OC)O)OC)O)O. Drug 2: COC1=C2C(=CC3=C1OC=C3)C=CC(=O)O2. Cell line: 786-0. Synergy scores: CSS=2.01, Synergy_ZIP=-9.28, Synergy_Bliss=-5.57, Synergy_Loewe=-22.3, Synergy_HSA=-6.76. (5) Drug 1: CN(C)N=NC1=C(NC=N1)C(=O)N. Drug 2: CC1=C2C(C(=O)C3(C(CC4C(C3C(C(C2(C)C)(CC1OC(=O)C(C(C5=CC=CC=C5)NC(=O)OC(C)(C)C)O)O)OC(=O)C6=CC=CC=C6)(CO4)OC(=O)C)O)C)O. Cell line: HCT116. Synergy scores: CSS=9.02, Synergy_ZIP=-2.70, Synergy_Bliss=-3.47, Synergy_Loewe=-11.0, Synergy_HSA=-2.75. (6) Drug 1: C1CN1P(=S)(N2CC2)N3CC3. Drug 2: CC1=C(C=C(C=C1)C(=O)NC2=CC(=CC(=C2)C(F)(F)F)N3C=C(N=C3)C)NC4=NC=CC(=N4)C5=CN=CC=C5. Cell line: COLO 205. Synergy scores: CSS=4.90, Synergy_ZIP=-4.90, Synergy_Bliss=-1.02, Synergy_Loewe=-6.29, Synergy_HSA=-3.73. (7) Drug 1: CCC1(CC2CC(C3=C(CCN(C2)C1)C4=CC=CC=C4N3)(C5=C(C=C6C(=C5)C78CCN9C7C(C=CC9)(C(C(C8N6C=O)(C(=O)OC)O)OC(=O)C)CC)OC)C(=O)OC)O.OS(=O)(=O)O. Drug 2: C1CN1C2=NC(=NC(=N2)N3CC3)N4CC4. Cell line: DU-145. Synergy scores: CSS=52.9, Synergy_ZIP=-5.11, Synergy_Bliss=-7.33, Synergy_Loewe=-6.08, Synergy_HSA=-5.70. (8) Drug 1: CC1C(C(=O)NC(C(=O)N2CCCC2C(=O)N(CC(=O)N(C(C(=O)O1)C(C)C)C)C)C(C)C)NC(=O)C3=C4C(=C(C=C3)C)OC5=C(C(=O)C(=C(C5=N4)C(=O)NC6C(OC(=O)C(N(C(=O)CN(C(=O)C7CCCN7C(=O)C(NC6=O)C(C)C)C)C)C(C)C)C)N)C. Drug 2: CC(C)CN1C=NC2=C1C3=CC=CC=C3N=C2N. Cell line: TK-10. Synergy scores: CSS=7.47, Synergy_ZIP=-7.09, Synergy_Bliss=-2.41, Synergy_Loewe=-15.0, Synergy_HSA=-3.32. (9) Drug 1: COC1=CC(=CC(=C1O)OC)C2C3C(COC3=O)C(C4=CC5=C(C=C24)OCO5)OC6C(C(C7C(O6)COC(O7)C8=CC=CS8)O)O. Drug 2: C1=NC2=C(N1)C(=S)N=C(N2)N. Cell line: CCRF-CEM. Synergy scores: CSS=68.7, Synergy_ZIP=-2.57, Synergy_Bliss=-2.60, Synergy_Loewe=-2.06, Synergy_HSA=1.79. (10) Drug 1: CC1=C(C(=O)C2=C(C1=O)N3CC4C(C3(C2COC(=O)N)OC)N4)N. Drug 2: COCCOC1=C(C=C2C(=C1)C(=NC=N2)NC3=CC=CC(=C3)C#C)OCCOC.Cl. Cell line: HOP-92. Synergy scores: CSS=7.82, Synergy_ZIP=2.03, Synergy_Bliss=12.5, Synergy_Loewe=-6.10, Synergy_HSA=-1.56.